From a dataset of Full USPTO retrosynthesis dataset with 1.9M reactions from patents (1976-2016). Predict the reactants needed to synthesize the given product. (1) Given the product [CH3:26][S:23]([C:20]1[CH:21]=[CH:22][C:16]2[O:15][CH2:14][CH:13]([CH2:12][N:27]3[CH2:32][CH2:31][CH2:30][CH2:29][CH2:28]3)[O:18][C:17]=2[CH:19]=1)(=[O:24])=[O:25], predict the reactants needed to synthesize it. The reactants are: CC1C=CC(S(O[CH2:12][CH:13]2[O:18][C:17]3[CH:19]=[C:20]([S:23]([CH3:26])(=[O:25])=[O:24])[CH:21]=[CH:22][C:16]=3[O:15][CH2:14]2)(=O)=O)=CC=1.[NH:27]1[CH2:32][CH2:31][CH2:30][CH2:29][CH2:28]1. (2) Given the product [Br:1][C:2]1[CH:7]=[C:6]([CH3:8])[C:5]([N:9]2[CH2:13][CH2:12][N:11]([CH2:20][C:21]([O:23][CH2:24][CH3:25])=[O:22])[C:10]2=[O:14])=[C:4]([CH2:15][CH3:16])[CH:3]=1, predict the reactants needed to synthesize it. The reactants are: [Br:1][C:2]1[CH:7]=[C:6]([CH3:8])[C:5]([N:9]2[CH2:13][CH2:12][NH:11][C:10]2=[O:14])=[C:4]([CH2:15][CH3:16])[CH:3]=1.[H-].[Na+].Br[CH2:20][C:21]([O:23][CH2:24][CH3:25])=[O:22]. (3) Given the product [C:28]([O:27][C:25](=[O:26])[NH:22][C@@H:11]1[C@@H:12]([C:15]2[CH:20]=[CH:19][CH:18]=[CH:17][C:16]=2[F:21])[CH2:13][CH2:14][N:9]([CH2:2][C:3]2[CH:8]=[CH:7][CH:6]=[CH:5][CH:4]=2)[CH2:10]1)([CH3:31])([CH3:30])[CH3:29], predict the reactants needed to synthesize it. The reactants are: Cl.[CH2:2]([N:9]1[CH2:14][CH2:13][C@@H:12]([C:15]2[CH:20]=[CH:19][CH:18]=[CH:17][C:16]=2[F:21])[C@H:11]([N+:22]([O-])=O)[CH2:10]1)[C:3]1[CH:8]=[CH:7][CH:6]=[CH:5][CH:4]=1.[C:25](O[C:25]([O:27][C:28]([CH3:31])([CH3:30])[CH3:29])=[O:26])([O:27][C:28]([CH3:31])([CH3:30])[CH3:29])=[O:26]. (4) Given the product [CH2:12]([NH:15][C@@H:16]1[CH2:25][CH2:24][C:19]2[N:20]=[C:21]([NH2:23])[S:22][C:18]=2[CH2:17]1)[CH2:13][CH3:14], predict the reactants needed to synthesize it. The reactants are: NC1SC2C[C@@H](N)CCC=2N=1.[CH2:12]([NH:15][C@H:16]1[CH2:25][CH2:24][C:19]2[N:20]=[C:21]([NH2:23])[S:22][C:18]=2[CH2:17]1)[CH2:13][CH3:14].NC1SC2CC(NCCC)CCC=2N=1. (5) Given the product [O:24]1[CH2:29][CH2:28][CH2:27][CH2:26][CH:25]1[N:30]1[C:38]2[C:33](=[CH:34][C:35]([C:39]3[N:43]=[CH:42][N:41]([C:44]([C:45]4[CH:46]=[CH:47][CH:48]=[CH:49][CH:50]=4)([C:57]4[CH:62]=[CH:61][CH:60]=[CH:59][CH:58]=4)[C:51]4[CH:56]=[CH:55][CH:54]=[CH:53][CH:52]=4)[N:40]=3)=[CH:36][CH:37]=2)[C:32]([C:63]2[CH:64]=[C:65]([NH:69][C:8](=[O:10])[CH:7]([CH:3]3[CH2:4][CH2:5][CH2:6][NH:1][CH2:2]3)[CH3:11])[CH:66]=[CH:67][CH:68]=2)=[N:31]1, predict the reactants needed to synthesize it. The reactants are: [NH:1]1[CH2:6][CH2:5][CH2:4][CH:3]([CH:7]([CH3:11])[C:8]([OH:10])=O)[CH2:2]1.Cl.CN(C)CCCN=C=NCC.[O:24]1[CH2:29][CH2:28][CH2:27][CH2:26][CH:25]1[N:30]1[C:38]2[C:33](=[CH:34][C:35]([C:39]3[N:43]=[CH:42][N:41]([C:44]([C:57]4[CH:62]=[CH:61][CH:60]=[CH:59][CH:58]=4)([C:51]4[CH:56]=[CH:55][CH:54]=[CH:53][CH:52]=4)[C:45]4[CH:50]=[CH:49][CH:48]=[CH:47][CH:46]=4)[N:40]=3)=[CH:36][CH:37]=2)[C:32]([C:63]2[CH:64]=[C:65]([NH2:69])[CH:66]=[CH:67][CH:68]=2)=[N:31]1.CN(C)C=O. (6) Given the product [CH3:1][O:2][C:3](=[O:29])[C@@H:4]([NH:21][C:22]([O:24][C:25]([CH3:26])([CH3:28])[CH3:27])=[O:23])[CH2:5][C:6]1[CH:11]=[CH:10][C:9]([O:12][C:32](=[O:33])[NH:31][CH3:30])=[C:8]([O:13][CH2:14][C:15]2[CH:16]=[CH:17][CH:18]=[CH:19][CH:20]=2)[CH:7]=1, predict the reactants needed to synthesize it. The reactants are: [CH3:1][O:2][C:3](=[O:29])[C@@H:4]([NH:21][C:22]([O:24][C:25]([CH3:28])([CH3:27])[CH3:26])=[O:23])[CH2:5][C:6]1[CH:11]=[CH:10][C:9]([OH:12])=[C:8]([O:13][CH2:14][C:15]2[CH:20]=[CH:19][CH:18]=[CH:17][CH:16]=2)[CH:7]=1.[CH3:30][NH:31][C:32](O[N:31]1[C:30](=O)CC[C:32]1=[O:33])=[O:33]. (7) The reactants are: [Cl:1][C:2]1[CH:3]=[C:4]2[CH:10]=[CH:9][NH:8][C:5]2=[N:6][CH:7]=1.[H-].[Na+].Cl[C:14]1[N:18]([CH3:19])[N:17]=[C:16]([C:20]([F:23])([F:22])[F:21])[C:15]=1[CH:24]=[O:25].O. Given the product [Cl:1][C:2]1[CH:3]=[C:4]2[CH:10]=[CH:9][N:8]([C:14]3[N:18]([CH3:19])[N:17]=[C:16]([C:20]([F:22])([F:21])[F:23])[C:15]=3[CH:24]=[O:25])[C:5]2=[N:6][CH:7]=1, predict the reactants needed to synthesize it.